This data is from Full USPTO retrosynthesis dataset with 1.9M reactions from patents (1976-2016). The task is: Predict the reactants needed to synthesize the given product. (1) Given the product [CH:1]([N:14]1[CH2:17][C:16]([CH2:20][NH:21][C:24](=[O:25])[C:23]([F:34])([F:33])[F:22])([CH2:18][CH3:19])[CH2:15]1)([C:8]1[CH:13]=[CH:12][CH:11]=[CH:10][CH:9]=1)[C:2]1[CH:3]=[CH:4][CH:5]=[CH:6][CH:7]=1, predict the reactants needed to synthesize it. The reactants are: [CH:1]([N:14]1[CH2:17][C:16]([CH2:20][NH2:21])([CH2:18][CH3:19])[CH2:15]1)([C:8]1[CH:13]=[CH:12][CH:11]=[CH:10][CH:9]=1)[C:2]1[CH:7]=[CH:6][CH:5]=[CH:4][CH:3]=1.[F:22][C:23]([F:34])([F:33])[C:24](O[C:24](=[O:25])[C:23]([F:34])([F:33])[F:22])=[O:25]. (2) Given the product [Cl:1][C:2]1[N:7]=[CH:6][C:5]2[C:8]([C:12]([F:17])([F:16])[F:11])=[N:9][NH:10][C:4]=2[CH:3]=1, predict the reactants needed to synthesize it. The reactants are: [Cl:1][C:2]1[N:7]=[CH:6][C:5]2[CH:8]=[N:9][NH:10][C:4]=2[CH:3]=1.[F:11][C:12]([F:17])([F:16])S([O-])=O.[Na+].C(OO)(C)(C)C.[O-]S([O-])(=S)=O.[Na+].[Na+]. (3) Given the product [Br:1][C:2]1[CH:21]=[CH:20][CH:19]=[CH:18][C:3]=1[CH2:4][O:5][C:6]1[CH:13]=[C:12]([O:14][CH2:15][CH2:16][N:30]2[CH2:35][CH2:34][O:33][CH2:32][CH2:31]2)[CH:11]=[CH:10][C:7]=1[CH:8]=[O:9], predict the reactants needed to synthesize it. The reactants are: [Br:1][C:2]1[CH:21]=[CH:20][CH:19]=[CH:18][C:3]=1[CH2:4][O:5][C:6]1[CH:13]=[C:12]([O:14][CH2:15][CH2:16]Br)[CH:11]=[CH:10][C:7]=1[CH:8]=[O:9].C([O-])([O-])=O.[K+].[K+].[Na+].[I-].[NH:30]1[CH2:35][CH2:34][O:33][CH2:32][CH2:31]1. (4) Given the product [Cl:12][C:5]1[C:6]2[C:11](=[CH:10][CH:9]=[CH:8][CH:7]=2)[C:2]([N:24]2[CH2:25][CH2:26][CH:22]([N:21]([CH2:20][C:17]3[CH:18]=[CH:19][C:14]([F:13])=[CH:15][C:16]=3[C:28]([F:29])([F:30])[F:31])[CH3:27])[CH2:23]2)=[N:3][N:4]=1, predict the reactants needed to synthesize it. The reactants are: Cl[C:2]1[C:11]2[C:6](=[CH:7][CH:8]=[CH:9][CH:10]=2)[C:5]([Cl:12])=[N:4][N:3]=1.[F:13][C:14]1[CH:19]=[CH:18][C:17]([CH2:20][N:21]([CH3:27])[CH:22]2[CH2:26][CH2:25][NH:24][CH2:23]2)=[C:16]([C:28]([F:31])([F:30])[F:29])[CH:15]=1.C(=O)([O-])[O-].[K+].[K+].O. (5) Given the product [CH2:10]([O:12][C:13](=[O:21])[CH:14]([O:3][C:2]1[CH:4]=[CH:5][CH:6]=[CH:7][C:1]=1[O:8][CH3:9])[C:15]([O:17][CH2:18][CH3:19])=[O:16])[CH3:11], predict the reactants needed to synthesize it. The reactants are: [C:1]1([O:8][CH3:9])[C:2](=[CH:4][CH:5]=[CH:6][CH:7]=1)[OH:3].[CH2:10]([O:12][C:13](=[O:21])[CH:14](Cl)[C:15]([O:17][CH2:18][CH3:19])=[O:16])[CH3:11].[Na]. (6) Given the product [O:22]=[C:19]1[O:18][C@H:17]2[CH2:16][S:15][C@@H:14]([CH2:13][CH2:12][CH2:11][CH2:10][C:9]([O:8][CH2:1][C:2]3[CH:7]=[CH:6][CH:5]=[CH:4][CH:3]=3)=[O:23])[C@H:21]2[O:20]1, predict the reactants needed to synthesize it. The reactants are: [CH2:1]([O:8][C:9](=[O:23])/[CH:10]=[CH:11]/[CH2:12][CH2:13][C@H:14]1[C@@H:21]2[C@@H:17]([O:18][C:19](=[O:22])[O:20]2)[CH2:16][S:15]1)[C:2]1[CH:7]=[CH:6][CH:5]=[CH:4][CH:3]=1.[H][H]. (7) Given the product [CH:26]1([C:14]2[C:15]3[O:22][C:19]4([CH2:20][CH2:21]4)[CH2:18][C:17]([CH3:23])([CH3:24])[C:16]=3[CH:25]=[C:12]([C:11]#[C:10][C:7]3[CH:8]=[CH:9][C:4]([C:3]([OH:30])=[O:2])=[C:5]([F:29])[CH:6]=3)[CH:13]=2)[CH2:27][CH2:28]1, predict the reactants needed to synthesize it. The reactants are: C[O:2][C:3](=[O:30])[C:4]1[CH:9]=[CH:8][C:7]([C:10]#[C:11][C:12]2[CH:13]=[C:14]([CH:26]3[CH2:28][CH2:27]3)[C:15]3[O:22][C:19]4([CH2:21][CH2:20]4)[CH2:18][C:17]([CH3:24])([CH3:23])[C:16]=3[CH:25]=2)=[CH:6][C:5]=1[F:29].CO.[OH-].[Na+].O.